This data is from Forward reaction prediction with 1.9M reactions from USPTO patents (1976-2016). The task is: Predict the product of the given reaction. (1) Given the reactants [CH2:1]([C:4]1[CH:5]=[C:6]([C:28]2[CH:33]=[CH:32][CH:31]=[CH:30][CH:29]=2)[CH:7]=[CH:8][C:9]=1[O:10][CH2:11][CH2:12][CH2:13][O:14][C:15]1[CH:20]=[CH:19][C:18]([CH2:21][CH:22]([O:26][CH3:27])[C:23]([OH:25])=[O:24])=[CH:17][CH:16]=1)[CH:2]=[CH2:3], predict the reaction product. The product is: [CH3:27][O:26][C@@H:22]([CH2:21][C:18]1[CH:17]=[CH:16][C:15]([O:14][CH2:13][CH2:12][CH2:11][O:10][C:9]2[CH:8]=[CH:7][C:6]([C:28]3[CH:29]=[CH:30][CH:31]=[CH:32][CH:33]=3)=[CH:5][C:4]=2[CH2:1][CH2:2][CH3:3])=[CH:20][CH:19]=1)[C:23]([OH:25])=[O:24]. (2) Given the reactants [CH3:1][C:2]1([CH3:14])[CH2:11][CH2:10][C:9]2[C:4](=[CH:5][CH:6]=[C:7]([CH:12]=O)[CH:8]=2)[O:3]1.[NH:15]1[C:23]2[C:18](=[CH:19][CH:20]=[CH:21][CH:22]=2)[CH2:17][C:16]1=[O:24], predict the reaction product. The product is: [CH3:1][C:2]1([CH3:14])[CH2:11][CH2:10][C:9]2[C:4](=[CH:5][CH:6]=[C:7]([CH:12]=[C:17]3[C:18]4[C:23](=[CH:22][CH:21]=[CH:20][CH:19]=4)[NH:15][C:16]3=[O:24])[CH:8]=2)[O:3]1. (3) The product is: [O:44]1[CH2:45][CH:46]=[C:47]([C:2]2[CH:3]=[C:4]3[C:9](=[CH:10][CH:11]=2)[N:8]=[CH:7][CH:6]=[C:5]3[NH:12][C:13]([NH:15][C:16]2[CH:21]=[N:20][CH:19]=[CH:18][N:17]=2)=[O:14])[CH2:48][CH2:49]1. Given the reactants Br[C:2]1[CH:3]=[C:4]2[C:9](=[CH:10][CH:11]=1)[N:8]=[CH:7][CH:6]=[C:5]2[NH:12][C:13]([NH:15][C:16]1[CH:21]=[N:20][CH:19]=[CH:18][N:17]=1)=[O:14].CC1(C)C(C)(C)OB(C2CCN(C(OC(C)(C)C)=O)CC=2)O1.[O:44]1[CH2:49][CH:48]=[C:47](B2OC(C)(C)C(C)(C)O2)[CH2:46][CH2:45]1, predict the reaction product. (4) Given the reactants [N+:1]([C:4]1[CH:9]=[C:8]([O:10][CH2:11][C:12]2[CH:21]=[CH:20][C:19]3[C:14](=[CH:15][CH:16]=[CH:17][CH:18]=3)[N:13]=2)[CH:7]=[CH:6][C:5]=1[NH:22][CH2:23][C:24]1[CH:31]=[CH:30][C:27]([C:28]#[N:29])=[CH:26][CH:25]=1)([O-])=O.O.O.Cl[Sn]Cl.C([O-])(O)=O.[Na+], predict the reaction product. The product is: [NH2:1][C:4]1[CH:9]=[C:8]([O:10][CH2:11][C:12]2[CH:21]=[CH:20][C:19]3[C:14](=[CH:15][CH:16]=[CH:17][CH:18]=3)[N:13]=2)[CH:7]=[CH:6][C:5]=1[NH:22][CH2:23][C:24]1[CH:25]=[CH:26][C:27]([C:28]#[N:29])=[CH:30][CH:31]=1. (5) The product is: [C:24]1([NH:23][S:2]([NH:6][C:7]2[CH:8]=[CH:9][CH:10]=[C:11]3[C:16]=2[N:15]=[CH:14][CH:13]=[CH:12]3)(=[O:5])=[O:3])[CH:29]=[CH:28][CH:27]=[CH:26][CH:25]=1. Given the reactants Cl[S:2]([OH:5])(=O)=[O:3].[NH2:6][C:7]1[CH:8]=[CH:9][CH:10]=[C:11]2[C:16]=1[N:15]=[CH:14][CH:13]=[CH:12]2.P(Cl)(Cl)(Cl)(Cl)Cl.[NH2:23][C:24]1[CH:29]=[CH:28][CH:27]=[CH:26][CH:25]=1.CCN(C(C)C)C(C)C, predict the reaction product. (6) Given the reactants [C:1](Cl)(=[O:4])[CH:2]=[CH2:3].[NH2:6][C:7]1[CH:12]=[CH:11][C:10]([S:13][C:14]2[N:19]=[C:18]([NH:20][C:21]3[NH:25][N:24]=[C:23]([CH3:26])[CH:22]=3)[CH:17]=[C:16]([N:27]3[CH2:32][CH2:31][N:30]([CH3:33])[CH2:29][CH2:28]3)[N:15]=2)=[CH:9][CH:8]=1, predict the reaction product. The product is: [CH3:26][C:23]1[CH:22]=[C:21]([NH:20][C:18]2[CH:17]=[C:16]([N:27]3[CH2:28][CH2:29][N:30]([CH3:33])[CH2:31][CH2:32]3)[N:15]=[C:14]([S:13][C:10]3[CH:11]=[CH:12][C:7]([NH:6][C:1](=[O:4])[CH:2]=[CH2:3])=[CH:8][CH:9]=3)[N:19]=2)[NH:25][N:24]=1. (7) Given the reactants [Cl:1][C:2]1[CH:7]=[C:6](Cl)[C:5]([N+:9]([O-:11])=[O:10])=[CH:4][N:3]=1.Cl.[CH2:13]([O:20][C:21]1[CH:27]=[CH:26][C:24]([NH2:25])=[CH:23][CH:22]=1)[C:14]1[CH:19]=[CH:18][CH:17]=[CH:16][CH:15]=1.CCN(CC)CC.O, predict the reaction product. The product is: [Cl:1][C:2]1[CH:7]=[C:6]([NH:25][C:24]2[CH:23]=[CH:22][C:21]([O:20][CH2:13][C:14]3[CH:15]=[CH:16][CH:17]=[CH:18][CH:19]=3)=[CH:27][CH:26]=2)[C:5]([N+:9]([O-:11])=[O:10])=[CH:4][N:3]=1.